This data is from Forward reaction prediction with 1.9M reactions from USPTO patents (1976-2016). The task is: Predict the product of the given reaction. (1) Given the reactants [Cl:1][C:2]1[CH:3]=[C:4]([CH:7]=[CH:8][C:9]=1[Cl:10])[CH2:5][NH2:6].[Cl:11][C:12]1[CH:17]=[N:16][CH:15]=[C:14](Cl)[N:13]=1, predict the reaction product. The product is: [Cl:11][C:12]1[N:13]=[C:14]([NH:6][CH2:5][C:4]2[CH:7]=[CH:8][C:9]([Cl:10])=[C:2]([Cl:1])[CH:3]=2)[CH:15]=[N:16][CH:17]=1. (2) Given the reactants [CH3:1][C:2]1[S:6][C:5]2[CH:7]=[C:8](OS(C(F)(F)F)(=O)=O)[CH:9]=[CH:10][C:4]=2[C:3]=1[C:19]1[CH:24]=[CH:23][C:22]([C:25]([F:28])([F:27])[F:26])=[CH:21][CH:20]=1.[CH2:29]([OH:33])[CH2:30][C:31]#[CH:32], predict the reaction product. The product is: [CH3:1][C:2]1[S:6][C:5]2[CH:7]=[C:8]([C:32]#[C:31][CH2:30][CH2:29][OH:33])[CH:9]=[CH:10][C:4]=2[C:3]=1[C:19]1[CH:20]=[CH:21][C:22]([C:25]([F:27])([F:28])[F:26])=[CH:23][CH:24]=1. (3) The product is: [CH3:31][C:22]12[CH2:23][C:24]3([NH2:30])[CH2:25][CH:26]([CH2:27][C:20]([CH3:19])([CH2:29]3)[CH2:21]1)[CH2:28]2.[CH3:1][C@@H:2]([C:16]([OH:18])=[O:17])[C:3]1[CH:8]=[CH:7][C:6]([C:9]2[CH:14]=[CH:13][CH:12]=[CH:11][CH:10]=2)=[C:5]([F:15])[CH:4]=1. Given the reactants [CH3:1][C@@H:2]([C:16]([OH:18])=[O:17])[C:3]1[CH:8]=[CH:7][C:6]([C:9]2[CH:14]=[CH:13][CH:12]=[CH:11][CH:10]=2)=[C:5]([F:15])[CH:4]=1.[CH3:19][C:20]12[CH2:29][C:24]3([NH2:30])[CH2:25][CH:26]([CH2:28][C:22]([CH3:31])([CH2:23]3)[CH2:21]1)[CH2:27]2, predict the reaction product. (4) Given the reactants Cl[C:2]1[N:7]=[C:6]([C:8]#[N:9])[CH:5]=[CH:4][N:3]=1.[NH2:10][CH:11]([CH2:24][CH:25]1[CH2:30][CH2:29][CH2:28][CH2:27][CH2:26]1)[C:12]([NH:14][C:15]1([C:22]#[N:23])[CH2:20][CH2:19][N:18]([CH3:21])[CH2:17][CH2:16]1)=[O:13].C(N(CC)C(C)C)(C)C, predict the reaction product. The product is: [C:22]([C:15]1([NH:14][C:12](=[O:13])[CH:11]([NH:10][C:2]2[N:7]=[C:6]([C:8]#[N:9])[CH:5]=[CH:4][N:3]=2)[CH2:24][CH:25]2[CH2:26][CH2:27][CH2:28][CH2:29][CH2:30]2)[CH2:16][CH2:17][N:18]([CH3:21])[CH2:19][CH2:20]1)#[N:23].